This data is from Forward reaction prediction with 1.9M reactions from USPTO patents (1976-2016). The task is: Predict the product of the given reaction. (1) Given the reactants O[CH:2]([C:37]1[CH:38]=[N:39][C:40]([C:43]([F:46])([F:45])[F:44])=[CH:41][CH:42]=1)[C:3]1[C:12]2[C:11](=[O:13])[N:10]([CH2:14][CH2:15][CH2:16][O:17][CH:18]3CCCC[O:19]3)[C:9](=[O:24])[N:8]([CH3:25])[C:7]=2[N:6]=[CH:5][C:4]=1[O:26][C:27]1[CH:32]=[CH:31][CH:30]=[C:29]([C:33]([F:36])([F:35])[F:34])[CH:28]=1, predict the reaction product. The product is: [CH:18]([O:17][CH2:16][CH2:15][CH2:14][N:10]1[C:11](=[O:13])[C:12]2[C:3]([CH2:2][C:37]3[CH:38]=[N:39][C:40]([C:43]([F:46])([F:44])[F:45])=[CH:41][CH:42]=3)=[C:4]([O:26][C:27]3[CH:32]=[CH:31][CH:30]=[C:29]([C:33]([F:35])([F:34])[F:36])[CH:28]=3)[CH:5]=[N:6][C:7]=2[N:8]([CH3:25])[C:9]1=[O:24])=[O:19]. (2) Given the reactants [N-:1]=[C:2]=[S:3].[Cl:4][C:5]1[CH:6]=[CH:7][CH:8]=[CH:9][C:10]=1[F:11].[CH3:12][O:13][C:14]1[CH:15]=[C:16]([C:20]([NH:22][NH2:23])=O)[CH:17]=[CH:18][CH:19]=1, predict the reaction product. The product is: [Cl:4][C:5]1[CH:6]=[C:7]([NH:1][C:2]2[S:3][C:20]([C:16]3[CH:17]=[CH:18][CH:19]=[C:14]([O:13][CH3:12])[CH:15]=3)=[N:22][N:23]=2)[CH:8]=[CH:9][C:10]=1[F:11].